Dataset: Catalyst prediction with 721,799 reactions and 888 catalyst types from USPTO. Task: Predict which catalyst facilitates the given reaction. Reactant: [NH2:1][C:2]1[CH:9]=[CH:8][CH:7]=[C:6]([O:10][C@@H:11]2[CH2:15][CH2:14][CH2:13][C@H:12]2[CH3:16])[C:3]=1[C:4]#[N:5].[S:17](Cl)(=[O:20])(=[O:19])[NH2:18].C(O)C.[OH-].[Na+]. The catalyst class is: 566. Product: [NH2:5][C:4]1[C:3]2[C:6]([O:10][C@@H:11]3[CH2:15][CH2:14][CH2:13][C@H:12]3[CH3:16])=[CH:7][CH:8]=[CH:9][C:2]=2[NH:1][S:17](=[O:20])(=[O:19])[N:18]=1.